Predict the reaction yield, written as a fraction of the theoretical maximum amount of product (1.0 means a 100% yield; for example, 0.34 means a 34% yield). From a dataset of Reaction yield outcomes from USPTO patents with 853,638 reactions. The reactants are [F:1][C:2]1[CH:7]=[CH:6][CH:5]=[CH:4][C:3]=1[C@H:8]([NH2:10])[CH3:9].[CH:11]([CH:13]1[CH2:15][CH:14]1[C:16]([O:18][CH2:19][CH3:20])=[O:17])=O.[BH-](OC(C)=O)(OC(C)=O)OC(C)=O.[Na+]. The catalyst is C(Cl)Cl.CC(O)C. The product is [F:1][C:2]1[CH:7]=[CH:6][CH:5]=[CH:4][C:3]=1[C@H:8]([NH:10][CH2:11][CH:13]1[CH2:15][CH:14]1[C:16]([O:18][CH2:19][CH3:20])=[O:17])[CH3:9]. The yield is 0.500.